This data is from Forward reaction prediction with 1.9M reactions from USPTO patents (1976-2016). The task is: Predict the product of the given reaction. (1) Given the reactants [F:1][CH2:2][C:3]1[N:8]=[C:7]([C:9]#[C:10][CH2:11][CH2:12][NH2:13])[CH:6]=[CH:5][CH:4]=1.[Cl:14][C:15]1[CH:23]=[CH:22][CH:21]=[C:20]([Cl:24])[C:16]=1[C:17](Cl)=[O:18], predict the reaction product. The product is: [Cl:14][C:15]1[CH:23]=[CH:22][CH:21]=[C:20]([Cl:24])[C:16]=1[C:17]([NH:13][CH2:12][CH2:11][C:10]#[C:9][C:7]1[CH:6]=[CH:5][CH:4]=[C:3]([CH2:2][F:1])[N:8]=1)=[O:18]. (2) Given the reactants [NH2:1][C:2]1[CH:7]=[C:6]([S:8][C:9]2[C:18]3[C:13](=[CH:14][CH:15]=[CH:16][CH:17]=3)[C:12]([NH:19][C:20]([NH:22][C:23]3[N:27]([C:28]4[CH:33]=[CH:32][C:31]([CH3:34])=[CH:30][CH:29]=4)[N:26]=[C:25]([C:35]([CH3:38])([CH3:37])[CH3:36])[CH:24]=3)=[O:21])=[CH:11][CH:10]=2)[CH:5]=[CH:4][N:3]=1.CCN(C(C)C)C(C)C.[CH3:48][O:49][CH2:50][C:51](Cl)=[O:52].N, predict the reaction product. The product is: [C:35]([C:25]1[CH:24]=[C:23]([NH:22][C:20](=[O:21])[NH:19][C:12]2[C:13]3[C:18](=[CH:17][CH:16]=[CH:15][CH:14]=3)[C:9]([S:8][C:6]3[CH:5]=[CH:4][N:3]=[C:2]([NH:1][C:51](=[O:52])[CH2:50][O:49][CH3:48])[CH:7]=3)=[CH:10][CH:11]=2)[N:27]([C:28]2[CH:29]=[CH:30][C:31]([CH3:34])=[CH:32][CH:33]=2)[N:26]=1)([CH3:38])([CH3:37])[CH3:36]. (3) Given the reactants C[O:2][C:3](=[O:23])[CH2:4][CH2:5][N:6]1[C:11]2[CH:12]=[CH:13][CH:14]=[C:15]([CH:16]([CH3:18])[CH3:17])[C:10]=2[O:9][CH:8]([CH:19]([CH3:21])[CH3:20])[C:7]1=[S:22].[OH-].[Na+].O.Cl, predict the reaction product. The product is: [CH:19]([CH:8]1[C:7](=[S:22])[N:6]([CH2:5][CH2:4][C:3]([OH:23])=[O:2])[C:11]2[CH:12]=[CH:13][CH:14]=[C:15]([CH:16]([CH3:18])[CH3:17])[C:10]=2[O:9]1)([CH3:21])[CH3:20]. (4) Given the reactants [NH2:1][C:2]1[CH:7]=[CH:6][N:5]=[C:4]([CH3:8])[C:3]=1[N+:9]([O-:11])=[O:10].[Br:12][C:13]1[CH:18]=[CH:17][N:16]=[C:15](F)[CH:14]=1.C(=O)([O-])[O-].[Cs+].[Cs+], predict the reaction product. The product is: [Br:12][C:13]1[CH:18]=[CH:17][N:16]=[C:15]([NH:1][C:2]2[CH:7]=[CH:6][N:5]=[C:4]([CH3:8])[C:3]=2[N+:9]([O-:11])=[O:10])[CH:14]=1. (5) Given the reactants [CH3:1][C:2]([C:8]1[CH:9]=[C:10]2[C:15](=[C:16]([C:18]3[CH:19]=[C:20]([CH:23]=[CH:24][CH:25]=3)[CH:21]=O)[CH:17]=1)[N:14]=[CH:13][CH:12]=[CH:11]2)([S:4]([CH3:7])(=[O:6])=[O:5])[CH3:3].[CH3:26][S:27]([C:30]1[CH:35]=[CH:34][C:33]([CH2:36][C:37]([OH:39])=[O:38])=[CH:32][CH:31]=1)(=[O:29])=[O:28].N1CCCCC1.C(Cl)Cl.CCOC(C)=O.CC(O)=O, predict the reaction product. The product is: [CH3:3][C:2]([C:8]1[CH:9]=[C:10]2[C:15](=[C:16]([C:18]3[CH:19]=[C:20](/[CH:21]=[C:36](\[C:33]4[CH:32]=[CH:31][C:30]([S:27]([CH3:26])(=[O:28])=[O:29])=[CH:35][CH:34]=4)/[C:37]([OH:39])=[O:38])[CH:23]=[CH:24][CH:25]=3)[CH:17]=1)[N:14]=[CH:13][CH:12]=[CH:11]2)([S:4]([CH3:7])(=[O:6])=[O:5])[CH3:1]. (6) Given the reactants [OH:1][CH:2]([CH2:17][O:18][C:19]1[CH:24]=[CH:23][C:22]([OH:25])=[CH:21][CH:20]=1)[CH2:3][N:4]1[CH2:9][CH2:8][C:7]([C:11]2[CH:16]=[CH:15][CH:14]=[CH:13][CH:12]=2)([OH:10])[CH2:6][CH2:5]1.C(OC1C=CC(OCC(O)C[N:42]2C[CH2:46][C:45](C3C=CC=CC=3)(O)[CH2:44][CH2:43]2)=CC=1)C1C=CC=CC=1.C(O)C.[C:61]([O:64][CH2:65][CH3:66])(=O)C, predict the reaction product. The product is: [O:64]1[C:65]2[CH:66]=[CH:46][CH:45]=[CH:44][C:43]=2[N:42]=[C:61]1[O:25][C:22]1[CH:23]=[CH:24][C:19]([O:18][CH2:17][CH:2]([OH:1])[CH2:3][N:4]2[CH2:5][CH2:6][C:7]([C:11]3[CH:16]=[CH:15][CH:14]=[CH:13][CH:12]=3)([OH:10])[CH2:8][CH2:9]2)=[CH:20][CH:21]=1. (7) The product is: [Cl:1][C:2]1[CH:7]=[C:6]([OH:8])[C:5]([I:21])=[CH:4][C:3]=1[C:9]1[CH:14]=[CH:13][CH:12]=[C:11]([F:15])[CH:10]=1. Given the reactants [Cl:1][C:2]1[CH:7]=[C:6]([OH:8])[CH:5]=[CH:4][C:3]=1[C:9]1[CH:14]=[CH:13][CH:12]=[C:11]([F:15])[CH:10]=1.S(=O)(=O)(O)O.[I:21]N1C(=O)CCC1=O.O, predict the reaction product. (8) Given the reactants [C:1]1([CH2:7][CH2:8][CH2:9][CH:10]([NH:20][C:21]([CH:23]2[CH2:28][CH2:27][N:26]([C:29]([CH:31]3[CH2:36][CH2:35][CH2:34][CH2:33][N:32]3C(OC(C)(C)C)=O)=[O:30])[CH2:25][CH2:24]2)=[O:22])[CH2:11][CH2:12][CH2:13][C:14]2[CH:19]=[CH:18][CH:17]=[CH:16][CH:15]=2)[CH:6]=[CH:5][CH:4]=[CH:3][CH:2]=1.FC(F)(F)C(O)=O, predict the reaction product. The product is: [C:1]1([CH2:7][CH2:8][CH2:9][CH:10]([NH:20][C:21]([CH:23]2[CH2:28][CH2:27][N:26]([C:29]([CH:31]3[CH2:36][CH2:35][CH2:34][CH2:33][NH:32]3)=[O:30])[CH2:25][CH2:24]2)=[O:22])[CH2:11][CH2:12][CH2:13][C:14]2[CH:15]=[CH:16][CH:17]=[CH:18][CH:19]=2)[CH:2]=[CH:3][CH:4]=[CH:5][CH:6]=1. (9) The product is: [Cl:18][C:12]1[CH:13]=[CH:14][CH:15]=[C:16]([F:17])[C:11]=1[C:9]1[N:10]=[C:6]2[CH:5]=[CH:4][C:3]([O:30][CH3:31])=[C:2]([O:37][CH3:36])[N:7]2[C:8]=1[NH:19][C:20]1[CH:29]=[CH:28][C:23]2[O:24][CH2:25][CH2:26][O:27][C:22]=2[CH:21]=1. Given the reactants Cl[C:2]1[N:7]2[C:8]([NH:19][C:20]3[CH:29]=[CH:28][C:23]4[O:24][CH2:25][CH2:26][O:27][C:22]=4[CH:21]=3)=[C:9]([C:11]3[C:16]([F:17])=[CH:15][CH:14]=[CH:13][C:12]=3[Cl:18])[N:10]=[C:6]2[CH:5]=[CH:4][C:3]=1[O:30][CH3:31].[H-].[Na+].[NH4+].[Cl-].[CH3:36][OH:37], predict the reaction product.